From a dataset of Forward reaction prediction with 1.9M reactions from USPTO patents (1976-2016). Predict the product of the given reaction. (1) Given the reactants [O:1]([CH2:8][C:9]1[N:13]([CH2:14][C:15]2[CH:20]=[CH:19][C:18]([O:21][C:22]([F:25])([F:24])[F:23])=[CH:17][CH:16]=2)[C:12]2[CH:26]=[CH:27][C:28]([C:30](O)=[O:31])=[CH:29][C:11]=2[N:10]=1)[C:2]1[CH:7]=[CH:6][CH:5]=[CH:4][CH:3]=1.CC(C)N=C=NC(C)C.[CH3:42][O:43][C:44]1[CH:45]=[C:46]([CH:50]=[CH:51][CH:52]=1)[CH2:47][CH2:48][NH2:49], predict the reaction product. The product is: [CH3:42][O:43][C:44]1[CH:45]=[C:46]([CH2:47][CH2:48][NH:49][C:30]([C:28]2[CH:27]=[CH:26][C:12]3[N:13]([CH2:14][C:15]4[CH:16]=[CH:17][C:18]([O:21][C:22]([F:25])([F:24])[F:23])=[CH:19][CH:20]=4)[C:9]([CH2:8][O:1][C:2]4[CH:3]=[CH:4][CH:5]=[CH:6][CH:7]=4)=[N:10][C:11]=3[CH:29]=2)=[O:31])[CH:50]=[CH:51][CH:52]=1. (2) The product is: [NH2:47][CH2:46][C@H:43]1[CH2:44][CH2:45][C@H:40]([C:38]([NH:37][C@@H:22]([CH2:21][C:18]2[CH:17]=[CH:16][C:15]([C:3]3[CH:4]=[CH:5][C:6]([C:8]([N:10]4[CH2:11][CH2:12][CH2:13][CH2:14]4)=[O:9])=[CH:7][C:2]=3[CH3:1])=[CH:20][CH:19]=2)[C:23](=[O:36])[NH:24][C:25]2[CH:26]=[CH:27][C:28]([C:31]3[N:35]=[N:34][NH:33][N:32]=3)=[CH:29][CH:30]=2)=[O:39])[CH2:41][CH2:42]1. Given the reactants [CH3:1][C:2]1[CH:7]=[C:6]([C:8]([N:10]2[CH2:14][CH2:13][CH2:12][CH2:11]2)=[O:9])[CH:5]=[CH:4][C:3]=1[C:15]1[CH:20]=[CH:19][C:18]([CH2:21][C@H:22]([NH:37][C:38]([C@H:40]2[CH2:45][CH2:44][C@H:43]([CH2:46][NH:47]C(=O)OC(C)(C)C)[CH2:42][CH2:41]2)=[O:39])[C:23](=[O:36])[NH:24][C:25]2[CH:30]=[CH:29][C:28]([C:31]3[N:32]=[N:33][NH:34][N:35]=3)=[CH:27][CH:26]=2)=[CH:17][CH:16]=1.Cl, predict the reaction product. (3) Given the reactants [OH:1][C:2]1[N:6]([C:7]2[CH:12]=[C:11]([C:13]#[N:14])[CH:10]=[CH:9][N:8]=2)[N:5]=[CH:4][CH:3]=1.[Cl:15][C:16]1[CH:21]=[CH:20][C:19]([CH2:22]O)=[C:18]([O:24][CH2:25][CH2:26][CH3:27])[CH:17]=1, predict the reaction product. The product is: [Cl:15][C:16]1[CH:21]=[CH:20][C:19]([CH2:22][O:1][C:2]2[N:6]([C:7]3[CH:12]=[C:11]([C:13]#[N:14])[CH:10]=[CH:9][N:8]=3)[N:5]=[CH:4][CH:3]=2)=[C:18]([O:24][CH2:25][CH2:26][CH3:27])[CH:17]=1. (4) Given the reactants [CH3:1][O:2][C:3]1[CH:4]=[C:5]([CH:7]=[CH:8][CH:9]=1)[NH2:6].[C:10](OC(=O)C)(=[O:12])[CH3:11], predict the reaction product. The product is: [CH3:11][C:10]([NH:6][C:5]1[CH:7]=[CH:8][CH:9]=[C:3]([O:2][CH3:1])[CH:4]=1)=[O:12]. (5) Given the reactants [Cl:1][C:2]1[CH:3]=[C:4]2[C:12](=[C:13]([N+:15]([O-])=O)[CH:14]=1)[NH:11][C:10]1[CH:9]=[N:8][CH:7]=[C:6]([F:18])[C:5]2=1.C([O-])=O.[NH4+].C(=O)(O)[O-].[Na+].[Cl-].[Na+], predict the reaction product. The product is: [Cl:1][C:2]1[CH:3]=[C:4]2[C:12](=[C:13]([NH2:15])[CH:14]=1)[NH:11][C:10]1[CH:9]=[N:8][CH:7]=[C:6]([F:18])[C:5]2=1. (6) Given the reactants [CH2:1]([S:3]([N:6]1[CH2:11][CH2:10][CH:9]([C:12]2[C:20]3[C:15](=[C:16]([C:29]([NH2:31])=[O:30])[CH:17]=[C:18]([C:21]4[CH:26]=[CH:25][CH:24]=[C:23]([CH:27]=O)[CH:22]=4)[CH:19]=3)[NH:14][CH:13]=2)[CH2:8][CH2:7]1)(=[O:5])=[O:4])[CH3:2].[NH:32]1[CH2:37][CH2:36][O:35][CH2:34][CH2:33]1.[BH-](OC(C)=O)(OC(C)=O)OC(C)=O.[Na+], predict the reaction product. The product is: [CH2:1]([S:3]([N:6]1[CH2:7][CH2:8][CH:9]([C:12]2[C:20]3[C:15](=[C:16]([C:29]([NH2:31])=[O:30])[CH:17]=[C:18]([C:21]4[CH:26]=[CH:25][CH:24]=[C:23]([CH2:27][N:32]5[CH2:37][CH2:36][O:35][CH2:34][CH2:33]5)[CH:22]=4)[CH:19]=3)[NH:14][CH:13]=2)[CH2:10][CH2:11]1)(=[O:5])=[O:4])[CH3:2]. (7) Given the reactants [Si]([O:8][CH2:9][CH2:10][C@@H:11]1[CH2:23][C:22]2[C:21]3[C:20]([O:24][CH:25]4[CH2:30][CH2:29][CH:28]([N:31]([CH3:33])[CH3:32])[CH2:27][CH2:26]4)=[N:19][CH:18]=[N:17][C:16]=3[S:15][C:14]=2[CH2:13][CH2:12]1)(C(C)(C)C)(C)C.Cl.[CH3:35][OH:36], predict the reaction product. The product is: [CH:35]([O:8][CH2:9][CH2:10][C@@H:11]1[CH2:23][C:22]2[C:21]3[C:20]([O:24][CH:25]4[CH2:26][CH2:27][CH:28]([N:31]([CH3:33])[CH3:32])[CH2:29][CH2:30]4)=[N:19][CH:18]=[N:17][C:16]=3[S:15][C:14]=2[CH2:13][CH2:12]1)=[O:36]. (8) Given the reactants [CH3:1][O:2][C:3]1[C:23]([O:24][CH3:25])=[CH:22][CH:21]=[CH:20][C:4]=1[C:5]([CH:7]1[CH2:12][CH2:11][N:10](C(OC(C)(C)C)=O)[CH2:9][CH2:8]1)=[O:6].Cl.[OH-].[Na+], predict the reaction product. The product is: [CH3:1][O:2][C:3]1[C:23]([O:24][CH3:25])=[CH:22][CH:21]=[CH:20][C:4]=1[C:5]([CH:7]1[CH2:8][CH2:9][NH:10][CH2:11][CH2:12]1)=[O:6]. (9) The product is: [Br:1][C:2]1[C:3]([N+:10]([O-:12])=[O:11])=[CH:4][C:5]([CH3:9])=[N+:6]([O-:8])[CH:7]=1. Given the reactants [Br:1][C:2]1[CH:3]=[CH:4][C:5]([CH3:9])=[N+:6]([O-:8])[CH:7]=1.[N+:10]([O-])([OH:12])=[O:11].S(=O)(=O)(O)O, predict the reaction product. (10) Given the reactants [Cl:1][C:2]1[CH:11]=[CH:10][C:9]([O:12][CH3:13])=[CH:8][C:3]=1[NH:4][CH2:5][CH2:6][F:7].C[Si](C)(C)[N-][Si](C)(C)C.[K+].Br[CH:25]1[CH2:30][CH2:29][CH2:28][CH:27]([C:31]([O:33][CH2:34][CH3:35])=[O:32])[C:26]1=[O:36].Cl, predict the reaction product. The product is: [Cl:1][C:2]1[CH:11]=[CH:10][C:9]([O:12][CH3:13])=[CH:8][C:3]=1[N:4]([CH2:5][CH2:6][F:7])[CH:25]1[CH2:30][CH2:29][CH2:28][CH:27]([C:31]([O:33][CH2:34][CH3:35])=[O:32])[C:26]1=[O:36].